From a dataset of Catalyst prediction with 721,799 reactions and 888 catalyst types from USPTO. Predict which catalyst facilitates the given reaction. Reactant: O=[C:2]1[N:21]([CH:22]2[CH2:27][CH2:26][O:25][CH2:24][CH2:23]2)[C:5]2=[N:6][C:7]([C:10]3[CH:11]=[N:12][N:13]4[CH:18]=[CH:17][C:16]([C:19]#[N:20])=[CH:15][C:14]=34)=[CH:8][CH:9]=[C:4]2[NH:3]1.C(O)(=O)CC(CC(O)=O)(C(O)=O)O.C(OCC)(OCC)OCC. Product: [O:25]1[CH2:24][CH2:23][CH:22]([N:21]2[C:5]3=[N:6][C:7]([C:10]4[CH:11]=[N:12][N:13]5[CH:18]=[CH:17][C:16]([C:19]#[N:20])=[CH:15][C:14]=45)=[CH:8][CH:9]=[C:4]3[N:3]=[CH:2]2)[CH2:27][CH2:26]1. The catalyst class is: 14.